Binary Classification. Given a miRNA mature sequence and a target amino acid sequence, predict their likelihood of interaction. From a dataset of Experimentally validated miRNA-target interactions with 360,000+ pairs, plus equal number of negative samples. (1) The miRNA is hsa-miR-891a-5p with sequence UGCAACGAACCUGAGCCACUGA. The protein sequence of the target gene is MERRLVKQEVKRLLGEYIGIRLRENEFDPKGRGQLTFLDDMVNQVTLAHYDLAISVASQWLDCSENLTWLQWEKVRAPLHVRPAYPNRKEREAMILSSYAGVLMNSIPIEEVLKIYGANSSASPDSTKVAQALLPRRSLHPFAMLTAPRAAECNRRQSVKLRRGATNKNTTSSSTKKATGQNGDPVGKGTHTPATNISPTPVLSSAQPFHSSTVMWRNLESAQRQMGLEGK. Result: 0 (no interaction). (2) The miRNA is rno-miR-18a-5p with sequence UAAGGUGCAUCUAGUGCAGAUAG. The protein sequence of the target gene is MGEAPSPAPALWDWDYLDRCFARHRVCISFGLWICASSCWIAAHALLLYLRCAQKPRQDQSALCAACCLLTSLCDTVGALLARQLTIQVFTGAYLAAIDLVNFMFILFPVCGSKFKSNSDREARERKRRRQLRASVFALALPLSLGPCWALWVAVPKASATIRGPQRRLLASLLQENTEILGYLLGSVAAFGSWASRIPPLSRIAPPPTLGITTQHEIWRGQMSKPSQSPSRSPSGHWRAAAQRQVLGTEMCRGKTFPSIHLWTRLLSALAGLLYASAIVAHDQHPEYLLRATPWFLTSL.... Result: 0 (no interaction).